This data is from Forward reaction prediction with 1.9M reactions from USPTO patents (1976-2016). The task is: Predict the product of the given reaction. (1) Given the reactants [Cl:1][C:2]1[CH:7]=[CH:6][C:5]([C:8](=O)[CH2:9][C:10]([C:12]2[CH:17]=[CH:16][C:15]([CH:18]3[O:23][CH2:22][CH2:21][N:20]([C:24]([O:26][C:27]([CH3:30])([CH3:29])[CH3:28])=[O:25])[CH2:19]3)=[CH:14][CH:13]=2)=O)=[CH:4][CH:3]=1.O.[NH2:33][NH2:34], predict the reaction product. The product is: [Cl:1][C:2]1[CH:7]=[CH:6][C:5]([C:8]2[NH:34][N:33]=[C:10]([C:12]3[CH:17]=[CH:16][C:15]([CH:18]4[O:23][CH2:22][CH2:21][N:20]([C:24]([O:26][C:27]([CH3:30])([CH3:29])[CH3:28])=[O:25])[CH2:19]4)=[CH:14][CH:13]=3)[CH:9]=2)=[CH:4][CH:3]=1. (2) Given the reactants Cl[C:2]1[CH:11]=[CH:10][C:9]2[C:4](=[CH:5][CH:6]=[CH:7][CH:8]=2)[N:3]=1.[CH2:12]([N:14]1[CH2:19][CH2:18][NH:17][CH2:16][CH2:15]1)[CH3:13], predict the reaction product. The product is: [CH2:12]([N:14]1[CH2:19][CH2:18][N:17]([C:2]2[CH:11]=[CH:10][C:9]3[C:4](=[CH:5][CH:6]=[CH:7][CH:8]=3)[N:3]=2)[CH2:16][CH2:15]1)[CH3:13].